This data is from Full USPTO retrosynthesis dataset with 1.9M reactions from patents (1976-2016). The task is: Predict the reactants needed to synthesize the given product. (1) Given the product [F:37][C:34]([F:35])([F:36])[C:32]1[CH:33]=[C:28]([CH:29]=[C:30]([C:38]([F:39])([F:40])[F:41])[CH:31]=1)[CH2:27][NH:11][C:12]1[N:13]=[CH:14][C:15]([O:18][CH2:19][CH2:20][CH2:21][C:22]([O:24][CH2:25][CH3:26])=[O:23])=[CH:16][N:17]=1, predict the reactants needed to synthesize it. The reactants are: C(OC([N:11]([CH2:27][C:28]1[CH:33]=[C:32]([C:34]([F:37])([F:36])[F:35])[CH:31]=[C:30]([C:38]([F:41])([F:40])[F:39])[CH:29]=1)[C:12]1[N:17]=[CH:16][C:15]([O:18][CH2:19][CH2:20][CH2:21][C:22]([O:24][CH2:25][CH3:26])=[O:23])=[CH:14][N:13]=1)=O)C1C=CC=CC=1. (2) The reactants are: CC1C=CC(S(O[CH2:12][C@H:13]2[O:18][C:17]3[CH:19]=[C:20]([S:23]([CH3:26])(=[O:25])=[O:24])[CH:21]=[CH:22][C:16]=3[O:15][CH2:14]2)(=O)=O)=CC=1.[NH:27]1[CH2:32][CH2:31][CH2:30][CH2:29][CH2:28]1. Given the product [CH3:26][S:23]([C:20]1[CH:21]=[CH:22][C:16]2[O:15][CH2:14][C@@H:13]([CH2:12][N:27]3[CH2:32][CH2:31][CH2:30][CH2:29][CH2:28]3)[O:18][C:17]=2[CH:19]=1)(=[O:24])=[O:25], predict the reactants needed to synthesize it. (3) Given the product [NH:9]1[C:17]2[C:12](=[N:13][CH:14]=[CH:15][CH:16]=2)[C:11]([N:18]2[CH2:23][CH2:22][C:21](=[N:2][OH:3])[CH2:20][CH2:19]2)=[CH:10]1, predict the reactants needed to synthesize it. The reactants are: Cl.[NH2:2][OH:3].C([O-])(=O)C.[Na+].[NH:9]1[C:17]2[C:12](=[N:13][CH:14]=[CH:15][CH:16]=2)[C:11]([N:18]2[CH2:23][CH2:22][C:21](=O)[CH2:20][CH2:19]2)=[CH:10]1. (4) Given the product [F:1][C:2]([F:7])([F:6])[C:3]([OH:5])=[O:4].[NH2:12][C@H:13]([C:54]([NH:8][CH2:9][C:10]([NH:12][C@H:13]([C:21]([N:23]1[CH2:50][CH2:49][CH2:48][C@@H:24]1[C:25]([NH:27][CH2:28][CH2:29][CH2:30][NH:31][C:32]1[C:45]2[C:44](=[O:46])[C:43]3[C:38](=[CH:39][CH:40]=[CH:41][CH:42]=3)[C:37](=[O:47])[C:36]=2[CH:35]=[CH:34][CH:33]=1)=[O:26])=[O:22])[CH2:14][C:15]1[CH:20]=[CH:19][CH:18]=[CH:17][CH:16]=1)=[O:11])=[O:55])[C@H:14]([CH2:2][CH3:3])[CH3:15], predict the reactants needed to synthesize it. The reactants are: [F:1][C:2]([F:7])([F:6])[C:3]([OH:5])=[O:4].[NH2:8][CH2:9][C:10]([NH:12][C@H:13]([C:21]([N:23]1[CH2:50][CH2:49][CH2:48][C@@H:24]1[C:25]([NH:27][CH2:28][CH2:29][CH2:30][NH:31][C:32]1[C:45]2[C:44](=[O:46])[C:43]3[C:38](=[CH:39][CH:40]=[CH:41][CH:42]=3)[C:37](=[O:47])[C:36]=2[CH:35]=[CH:34][CH:33]=1)=[O:26])=[O:22])[CH2:14][C:15]1[CH:20]=[CH:19][CH:18]=[CH:17][CH:16]=1)=[O:11].CN([CH:54]=[O:55])C. (5) Given the product [C:1]12([C:11](=[O:20])[CH2:12][S:13]([C:14]3[N:18]([CH3:19])[CH:17]=[N:16][N:15]=3)=[O:29])[CH2:8][CH:7]3[CH2:9][CH:3]([CH2:4][CH:5]([CH2:6]3)[CH2:10]1)[CH2:2]2, predict the reactants needed to synthesize it. The reactants are: [C:1]12([C:11](=[O:20])[CH2:12][S:13][C:14]3[N:18]([CH3:19])[CH:17]=[N:16][N:15]=3)[CH2:10][CH:5]3[CH2:6][CH:7]([CH2:9][CH:3]([CH2:4]3)[CH2:2]1)[CH2:8]2.C1C=C(Cl)C=C(C(OO)=[O:29])C=1. (6) Given the product [CH2:8]([O:10][C:11](=[O:16])[CH2:12][CH2:13][CH2:14][S:25][C:23]1[NH:24][C:20]2[CH:19]=[C:18]([CH3:17])[C:27]([CH3:28])=[CH:26][C:21]=2[N:22]=1)[CH3:9], predict the reactants needed to synthesize it. The reactants are: C(N(CC)CC)C.[CH2:8]([O:10][C:11](=[O:16])[CH2:12][CH2:13][CH2:14]Br)[CH3:9].[CH3:17][C:18]1[C:27]([CH3:28])=[CH:26][C:21]2[N:22]=[C:23]([SH:25])[NH:24][C:20]=2[CH:19]=1.